From a dataset of Reaction yield outcomes from USPTO patents with 853,638 reactions. Predict the reaction yield, written as a fraction of the theoretical maximum amount of product (1.0 means a 100% yield; for example, 0.34 means a 34% yield). (1) The product is [ClH:1].[CH3:14][O:13][C:9]1[CH:8]=[CH:7][CH:6]=[C:5]2[C:10]=1[CH2:11][CH2:12][C@H:3]([NH:2][CH2:25][CH2:26][C:27]1[S:28][CH:29]=[CH:30][CH:31]=1)[CH2:4]2. The yield is 0.700. The reactants are [ClH:1].[NH2:2][C@H:3]1[CH2:12][CH2:11][C:10]2[C:5](=[CH:6][CH:7]=[CH:8][C:9]=2[O:13][CH3:14])[CH2:4]1.C1(C)C=CC(S(O[CH2:25][CH2:26][C:27]2[S:28][CH:29]=[CH:30][CH:31]=2)(=O)=O)=CC=1.C(=O)([O-])[O-].[K+].[K+]. The catalyst is C(#N)C. (2) The reactants are [CH:1]([N:14]1[CH2:17][C:16](=O)[CH2:15]1)([C:8]1[CH:13]=[CH:12][CH:11]=[CH:10][CH:9]=1)[C:2]1[CH:7]=[CH:6][CH:5]=[CH:4][CH:3]=1.[CH2:19]([NH2:26])[C:20]1[CH:25]=[CH:24][CH:23]=[CH:22][CH:21]=1.C(O)(=O)C.[C-:31]#[N:32].[Na+]. The catalyst is CO. The product is [CH:1]([N:14]1[CH2:17][C:16]([NH:26][CH2:19][C:20]2[CH:25]=[CH:24][CH:23]=[CH:22][CH:21]=2)([C:31]#[N:32])[CH2:15]1)([C:8]1[CH:13]=[CH:12][CH:11]=[CH:10][CH:9]=1)[C:2]1[CH:7]=[CH:6][CH:5]=[CH:4][CH:3]=1. The yield is 0.720. (3) The reactants are [OH-].[Na+].C([O:5][C:6]([C:8]1[NH:9][CH:10]=[C:11]([CH2:13][CH2:14][C:15]2[CH:20]=[CH:19][CH:18]=[CH:17][C:16]=2[Br:21])[CH:12]=1)=[O:7])C. The catalyst is CO. The product is [Br:21][C:16]1[CH:17]=[CH:18][CH:19]=[CH:20][C:15]=1[CH2:14][CH2:13][C:11]1[CH:12]=[C:8]([C:6]([OH:7])=[O:5])[NH:9][CH:10]=1. The yield is 0.513. (4) The reactants are C([Li])(C)(C)C.Br[C:7]1[C:8]([C:29]2[CH:34]=[CH:33][N:32]=[CH:31][CH:30]=2)=[C:9]([C:22]2[CH:27]=[CH:26][C:25]([F:28])=[CH:24][CH:23]=2)[N:10]([Si](C(C)C)(C(C)C)C(C)C)[CH:11]=1.[F:35][C:36]1[N:41]=[C:40]([F:42])[C:39]([F:43])=[C:38](F)[C:37]=1[F:45]. The catalyst is CCCCC.O1CCCC1. The product is [F:28][C:25]1[CH:24]=[CH:23][C:22]([C:9]2[NH:10][CH:11]=[C:7]([C:38]3[C:37]([F:45])=[C:36]([F:35])[N:41]=[C:40]([F:42])[C:39]=3[F:43])[C:8]=2[C:29]2[CH:30]=[CH:31][N:32]=[CH:33][CH:34]=2)=[CH:27][CH:26]=1. The yield is 0.650. (5) The reactants are [C:1]([C:5]1[O:9][N:8]=[C:7]([NH:10][C:11](=[O:45])[NH:12][C:13]2[CH:14]=[C:15]([CH:42]=[CH:43][CH:44]=2)[O:16][C:17]2[C:26]3[C:21](=[CH:22][C:23]([O:29][C@@H:30]4[CH2:34][CH2:33][N:32](C(OC(C)(C)C)=O)[CH2:31]4)=[C:24]([O:27][CH3:28])[CH:25]=3)[N:20]=[CH:19][N:18]=2)[CH:6]=1)([CH3:4])([CH3:3])[CH3:2].[ClH:46].Cl.C(C1ON=C(NC(NC2C=CC=C(OC3C4C(=CC(O[C@H]5CCNC5)=C(OC)C=4)N=CN=3)C=2)=O)C=1)(C)(C)C. No catalyst specified. The product is [ClH:46].[ClH:46].[C:1]([C:5]1[O:9][N:8]=[C:7]([NH:10][C:11]([NH:12][C:13]2[CH:44]=[CH:43][CH:42]=[C:15]([O:16][C:17]3[C:26]4[C:21](=[CH:22][C:23]([O:29][C@@H:30]5[CH2:34][CH2:33][NH:32][CH2:31]5)=[C:24]([O:27][CH3:28])[CH:25]=4)[N:20]=[CH:19][N:18]=3)[CH:14]=2)=[O:45])[CH:6]=1)([CH3:4])([CH3:2])[CH3:3]. The yield is 0.400. (6) The reactants are Br[C:2]1[CH:3]=[C:4]([CH:9]=[CH:10][CH:11]=1)[C:5]([O:7][CH3:8])=[O:6].C(N(CC)CC)C.[CH3:19][Si:20]([C:23]#[CH:24])([CH3:22])[CH3:21]. The catalyst is Cl[Pd](Cl)([P](C1C=CC=CC=1)(C1C=CC=CC=1)C1C=CC=CC=1)[P](C1C=CC=CC=1)(C1C=CC=CC=1)C1C=CC=CC=1.[Cu]I. The product is [CH3:19][Si:20]([CH3:22])([CH3:21])[C:23]#[C:24][C:2]1[CH:3]=[C:4]([CH:9]=[CH:10][CH:11]=1)[C:5]([O:7][CH3:8])=[O:6]. The yield is 0.690.